From a dataset of Reaction yield outcomes from USPTO patents with 853,638 reactions. Predict the reaction yield, written as a fraction of the theoretical maximum amount of product (1.0 means a 100% yield; for example, 0.34 means a 34% yield). (1) The reactants are [NH:1]1[C:9]2[C:4](=[CH:5][CH:6]=[CH:7][CH:8]=2)[CH2:3][CH2:2]1.[F:10][C:11]1[CH:12]=[C:13]([C@H:17]2[O:19][C@@H:18]2[CH2:20][OH:21])[CH:14]=[CH:15][CH:16]=1. The catalyst is C(OCC)(=O)C. The product is [N:1]1([C@@H:17]([C:13]2[CH:14]=[CH:15][CH:16]=[C:11]([F:10])[CH:12]=2)[C@H:18]([OH:19])[CH2:20][OH:21])[C:9]2[C:4](=[CH:5][CH:6]=[CH:7][CH:8]=2)[CH2:3][CH2:2]1. The yield is 0.750. (2) The reactants are [Cl:1][C:2]1[S:6][C:5]([C:7]([OH:9])=O)=[CH:4][C:3]=1[C:10]1[N:14]([CH3:15])[N:13]=[CH:12][CH:11]=1.[NH2:16][C@@H:17]([CH2:30][C:31]1[CH:36]=[C:35]([F:37])[CH:34]=[CH:33][C:32]=1[F:38])[CH2:18][N:19]1[C:27](=[O:28])[C:26]2[C:21](=[CH:22][CH:23]=[CH:24][CH:25]=2)[C:20]1=[O:29].FC1C=CC=C(F)C=1C[C@@H](C(O)=O)N.C1CN([P+](Br)(N2CCCC2)N2CCCC2)CC1.F[P-](F)(F)(F)(F)F.CCN(C(C)C)C(C)C. The catalyst is C(Cl)(Cl)Cl. The product is [Cl:1][C:2]1[S:6][C:5]([C:7]([NH:16][C@H:17]([CH2:18][N:19]2[C:27](=[O:28])[C:26]3[C:21](=[CH:22][CH:23]=[CH:24][CH:25]=3)[C:20]2=[O:29])[CH2:30][C:31]2[CH:36]=[C:35]([F:37])[CH:34]=[CH:33][C:32]=2[F:38])=[O:9])=[CH:4][C:3]=1[C:10]1[N:14]([CH3:15])[N:13]=[CH:12][CH:11]=1. The yield is 0.710. (3) The reactants are [CH2:1]([S:3]([N:6]1[CH2:11][CH2:10][CH:9]([C:12]2[C:20]3[C:15](=[C:16]([C:30]([NH2:32])=[O:31])[CH:17]=[C:18](B4OC(C)(C)C(C)(C)O4)[CH:19]=3)[NH:14][CH:13]=2)[CH2:8][CH2:7]1)(=[O:5])=[O:4])[CH3:2].C(=O)([O-])[O-].[Na+].[Na+].Br[C:40]1[CH:41]=[C:42]([O:50][CH3:51])[C:43]([O:48][CH3:49])=[C:44]([CH:47]=1)[CH:45]=[O:46]. The catalyst is O1CCOCC1.O.C1C=CC([P]([Pd]([P](C2C=CC=CC=2)(C2C=CC=CC=2)C2C=CC=CC=2)([P](C2C=CC=CC=2)(C2C=CC=CC=2)C2C=CC=CC=2)[P](C2C=CC=CC=2)(C2C=CC=CC=2)C2C=CC=CC=2)(C2C=CC=CC=2)C2C=CC=CC=2)=CC=1. The product is [CH2:1]([S:3]([N:6]1[CH2:11][CH2:10][CH:9]([C:12]2[C:20]3[C:15](=[C:16]([C:30]([NH2:32])=[O:31])[CH:17]=[C:18]([C:40]4[CH:41]=[C:42]([O:50][CH3:51])[C:43]([O:48][CH3:49])=[C:44]([CH:45]=[O:46])[CH:47]=4)[CH:19]=3)[NH:14][CH:13]=2)[CH2:8][CH2:7]1)(=[O:5])=[O:4])[CH3:2]. The yield is 0.590. (4) The reactants are B.[CH2:2]([C:5]1([O:11][Si:12]([C:15]([CH3:18])([CH3:17])[CH3:16])([CH3:14])[CH3:13])[CH2:10][CH2:9][CH2:8][CH2:7][CH2:6]1)[CH:3]=[CH2:4].[OH-:19].[Na+].OO. The catalyst is O1CCCC1.C(OCC)C.O. The product is [Si:12]([O:11][C:5]1([CH2:2][CH2:3][CH2:4][OH:19])[CH2:6][CH2:7][CH2:8][CH2:9][CH2:10]1)([C:15]([CH3:18])([CH3:17])[CH3:16])([CH3:13])[CH3:14]. The yield is 0.790.